Dataset: Reaction yield outcomes from USPTO patents with 853,638 reactions. Task: Predict the reaction yield, written as a fraction of the theoretical maximum amount of product (1.0 means a 100% yield; for example, 0.34 means a 34% yield). (1) The reactants are [CH:1]1([C:4]2[N:5]=[C:6]([CH3:26])[NH:7][C:8](=[O:25])[C:9]=2[CH2:10][C:11]2[CH:16]=[CH:15][C:14]([C:17]3[C:18]([C:23]#[N:24])=[CH:19][CH:20]=[CH:21][CH:22]=3)=[CH:13][CH:12]=2)[CH2:3][CH2:2]1.[CH:27]([O:30][C:31]1[CH:36]=[CH:35][C:34](B(O)O)=[CH:33][CH:32]=1)([CH3:29])[CH3:28].C(N(CC)CC)C.N1C=CC=CC=1. The catalyst is C([O-])(=O)C.[Cu+2].C([O-])(=O)C.C(OCC)(=O)C.C(Cl)Cl. The product is [CH:1]1([C:4]2[N:5]=[C:6]([CH3:26])[N:7]([C:34]3[CH:35]=[CH:36][C:31]([O:30][CH:27]([CH3:29])[CH3:28])=[CH:32][CH:33]=3)[C:8](=[O:25])[C:9]=2[CH2:10][C:11]2[CH:16]=[CH:15][C:14]([C:17]3[C:18]([C:23]#[N:24])=[CH:19][CH:20]=[CH:21][CH:22]=3)=[CH:13][CH:12]=2)[CH2:2][CH2:3]1. The yield is 0.270. (2) The reactants are [NH2:1][C:2]1[CH:7]=[C:6]([Cl:8])[C:5]([Br:9])=[CH:4][C:3]=1[OH:10].[Yb+3].F[C:13](F)(F)S([O-])(=O)=O.FC(F)(F)S([O-])(=O)=O.FC(F)(F)S([O-])(=O)=O.C(OC)(OC)OC. The catalyst is CCO.CC(=O)OCC.CCCCCC. The product is [Br:9][C:5]1[C:6]([Cl:8])=[CH:7][C:2]2[N:1]=[CH:13][O:10][C:3]=2[CH:4]=1. The yield is 0.652. (3) The reactants are [NH2:1][C:2]1[CH:3]=[C:4]([CH:7]=[CH:8][CH:9]=1)[CH2:5][OH:6].[C:10](=[O:13])([O-])[O-].[K+].[K+].Br[CH2:17][C:18]([C:20]1[CH:25]=[CH:24][C:23](Cl)=[CH:22][CH:21]=1)=[O:19]. The catalyst is CN(C=O)C. The product is [OH:6][CH2:5][C:4]1[CH:3]=[C:2]([NH:1][CH2:17][C:18]([C:20]2[CH:25]=[CH:24][C:23]([O:13][C:10]3[CH:4]=[CH:3][CH:2]=[CH:9][CH:8]=3)=[CH:22][CH:21]=2)=[O:19])[CH:9]=[CH:8][CH:7]=1. The yield is 0.400. (4) The reactants are [F:1][C:2]1[C:3]([NH:12][C:13]2[CH:18]=[CH:17][C:16]([I:19])=[CH:15][C:14]=2[F:20])=[C:4]([CH:8]=[CH:9][C:10]=1[F:11])[C:5]([OH:7])=O.C1CN([P+](ON2N=NC3C=CC=CC2=3)(N2CCCC2)N2CCCC2)CC1.F[P-](F)(F)(F)(F)F.Cl.[NH:55]1[CH2:58][CH:57]([OH:59])[CH2:56]1.CCN(C(C)C)C(C)C. The catalyst is CN(C=O)C. The product is [F:1][C:2]1[C:3]([NH:12][C:13]2[CH:18]=[CH:17][C:16]([I:19])=[CH:15][C:14]=2[F:20])=[C:4]([C:5]([N:55]2[CH2:58][CH:57]([OH:59])[CH2:56]2)=[O:7])[CH:8]=[CH:9][C:10]=1[F:11]. The yield is 0.870. (5) The reactants are C([O:3][C:4]([C:6]1([NH:15][C:16]([C:18]2[C:27]3[CH2:26][CH2:25][CH2:24][CH2:23][C:22]=3[CH:21]=[CH:20][CH:19]=2)=[O:17])[CH2:14][C:13]2[C:8](=[CH:9][CH:10]=[CH:11][CH:12]=2)[CH2:7]1)=[O:5])C.[OH-].[K+].O. The catalyst is CCO. The product is [C:18]1([C:16]([NH:15][C:6]2([C:4]([OH:5])=[O:3])[CH2:14][C:13]3[C:8](=[CH:9][CH:10]=[CH:11][CH:12]=3)[CH2:7]2)=[O:17])[C:27]2[CH2:26][CH2:25][CH2:24][CH2:23][C:22]=2[CH:21]=[CH:20][CH:19]=1. The yield is 0.820. (6) The reactants are [O:1]=[C:2]1[N:6]([C:7]2[CH:8]=[CH:9][C:10]3[C:16](=[O:17])[CH2:15][CH2:14][CH2:13][CH2:12][C:11]=3[CH:18]=2)[CH2:5][C@H:4]([CH2:19][NH:20][C:21](=[O:23])[CH3:22])[O:3]1.[BH4-].[Na+]. The catalyst is C(O)C.C1COCC1. The product is [OH:17][CH:16]1[C:10]2[CH:9]=[CH:8][C:7]([N:6]3[CH2:5][C@H:4]([CH2:19][NH:20][C:21](=[O:23])[CH3:22])[O:3][C:2]3=[O:1])=[CH:18][C:11]=2[CH2:12][CH2:13][CH2:14][CH2:15]1. The yield is 1.00.